From a dataset of Full USPTO retrosynthesis dataset with 1.9M reactions from patents (1976-2016). Predict the reactants needed to synthesize the given product. (1) Given the product [CH2:24]([O:1][C:2]1[CH:3]=[C:4]([CH:21]=[CH:22][CH:23]=1)[O:5][CH2:6][C:7]1[CH:12]=[CH:11][CH:10]=[CH:9][C:8]=1/[C:13](=[CH:18]\[O:19][CH3:20])/[C:14]([O:16][CH3:17])=[O:15])[C:25]1[CH:30]=[CH:29][CH:28]=[CH:27][CH:26]=1, predict the reactants needed to synthesize it. The reactants are: [OH:1][C:2]1[CH:3]=[C:4]([CH:21]=[CH:22][CH:23]=1)[O:5][CH2:6][C:7]1[CH:12]=[CH:11][CH:10]=[CH:9][C:8]=1/[C:13](=[CH:18]\[O:19][CH3:20])/[C:14]([O:16][CH3:17])=[O:15].[CH2:24](Br)[C:25]1[CH:30]=[CH:29][CH:28]=[CH:27][CH:26]=1.C(=O)([O-])[O-].[Cs+].[Cs+]. (2) The reactants are: [Br:1][C:2]1[CH:3]=[C:4]2[C:9](=[C:10]([O:12]C)[CH:11]=1)[N:8]=[C:7]([Cl:14])[N:6]=[C:5]2[N:15]1[CH2:20][CH2:19][O:18][CH2:17][CH2:16]1.C(=O)(O)[O-].[Na+]. Given the product [Br:1][C:2]1[CH:3]=[C:4]2[C:9](=[C:10]([OH:12])[CH:11]=1)[N:8]=[C:7]([Cl:14])[N:6]=[C:5]2[N:15]1[CH2:16][CH2:17][O:18][CH2:19][CH2:20]1, predict the reactants needed to synthesize it.